From a dataset of Forward reaction prediction with 1.9M reactions from USPTO patents (1976-2016). Predict the product of the given reaction. (1) Given the reactants [F:1][C:2]1[CH:3]=[C:4]([CH2:9][C:10]([C:12]2[CH:17]=[CH:16][C:15]([C:18]([F:21])([F:20])[F:19])=[CH:14][CH:13]=2)=[O:11])[CH:5]=[C:6]([F:8])[CH:7]=1.C1C(=O)N(Br)C(=[O:25])C1, predict the reaction product. The product is: [F:1][C:2]1[CH:3]=[C:4]([C:9](=[O:25])[C:10]([C:12]2[CH:17]=[CH:16][C:15]([C:18]([F:21])([F:19])[F:20])=[CH:14][CH:13]=2)=[O:11])[CH:5]=[C:6]([F:8])[CH:7]=1. (2) Given the reactants [N:1]1[C:10]2[NH:9][CH2:8][CH2:7][CH2:6][C:5]=2[CH:4]=[CH:3][C:2]=1[CH2:11][CH2:12][CH2:13][CH2:14][C:15](=[O:28])/[CH:16]=[CH:17]/[C:18]1[CH:19]=[N:20][C:21]([C:24]([F:27])([F:26])[F:25])=[N:22][CH:23]=1.[H-].[H-].[H-].[H-].[Li+].[Al+3].O.[OH-].[Na+], predict the reaction product. The product is: [N:1]1[C:10]2[NH:9][CH2:8][CH2:7][CH2:6][C:5]=2[CH:4]=[CH:3][C:2]=1[CH2:11][CH2:12][CH2:13][CH2:14][CH:15]([OH:28])/[CH:16]=[CH:17]/[C:18]1[CH:19]=[N:20][C:21]([C:24]([F:27])([F:25])[F:26])=[N:22][CH:23]=1.